Dataset: Catalyst prediction with 721,799 reactions and 888 catalyst types from USPTO. Task: Predict which catalyst facilitates the given reaction. (1) Reactant: [C:1]([OH:4])(=[O:3])[CH3:2].[C:1]([OH:4])(=[O:3])[CH3:2].IC1C=CC=CC=1.FC(F)(F)S(O)(=O)=O.[F:24][C:25]1[CH:30]=[CH:29][C:28]([CH:31]([OH:35])[CH2:32][CH:33]=[CH2:34])=[CH:27][CH:26]=1. Product: [C:1]([O:4][CH:33]1[CH2:32][CH:31]([C:28]2[CH:27]=[CH:26][C:25]([F:24])=[CH:30][CH:29]=2)[O:35][CH2:34]1)(=[O:3])[CH3:2]. The catalyst class is: 15. (2) Reactant: C([O:3][C:4](=O)[C:5]1[CH:10]=[CH:9][C:8]([O:11][C:12]2[CH:17]=[CH:16][CH:15]=[CH:14][N:13]=2)=[CH:7][C:6]=1[CH2:18][N:19]([CH2:30][C:31]([O:33][CH3:34])=[O:32])S(C1C=CC(C)=CC=1)(=O)=O)C.C[O-].[Na+].CC(O)=O. Product: [CH3:34][O:33][C:31]([C:30]1[N:19]=[CH:18][C:6]2[C:5]([C:4]=1[OH:3])=[CH:10][CH:9]=[C:8]([O:11][C:12]1[CH:17]=[CH:16][CH:15]=[CH:14][N:13]=1)[CH:7]=2)=[O:32]. The catalyst class is: 3. (3) Reactant: [CH:1]([C:3]1[CH:10]=[CH:9][CH:8]=[CH:7][C:4]=1[C:5]#[N:6])=[O:2].[BH4-].[Na+].O.[ClH:14]. Product: [ClH:14].[NH:6]=[C:5]1[C:4]2[C:3](=[CH:10][CH:9]=[CH:8][CH:7]=2)[CH2:1][O:2]1. The catalyst class is: 8. (4) Reactant: [OH:1][B:2]1[C:6]2[CH:7]=[C:8]([CH:11]=O)[CH:9]=[CH:10][C:5]=2[C:4]([CH3:14])([CH3:13])[O:3]1.[BH-](OC(C)=O)(OC(C)=O)OC(C)=O.[Na+].[CH3:29][NH2:30].O. Product: [CH3:13][C:4]1([CH3:14])[O:3][B:2]([OH:1])[C:6]2[CH:7]=[C:8]([CH2:11][NH:30][CH3:29])[CH:9]=[CH:10][C:5]1=2. The catalyst class is: 559. (5) Reactant: CS(C)=O.C(Cl)(=O)C(Cl)=O.[OH:11][CH:12]1[C:16]2[N:17]=[CH:18][N:19]=[C:20]([N:21]3[CH2:26][CH2:25][N:24]([C:27]([O:29][C:30]([CH3:33])([CH3:32])[CH3:31])=[O:28])[CH2:23][CH2:22]3)[C:15]=2[C@H:14]([CH3:34])[CH2:13]1.CCN(CC)CC. Product: [CH3:34][C@H:14]1[C:15]2[C:20]([N:21]3[CH2:26][CH2:25][N:24]([C:27]([O:29][C:30]([CH3:33])([CH3:32])[CH3:31])=[O:28])[CH2:23][CH2:22]3)=[N:19][CH:18]=[N:17][C:16]=2[C:12](=[O:11])[CH2:13]1. The catalyst class is: 781. (6) Reactant: [CH:1]1([CH2:6][C@H:7](NC(C2N(C)N=CC=2)=O)[C:8](=[O:28])[NH:9][C@H:10]2[CH2:16][CH2:15][C@@H:14](C)[N:13]([S:18]([C:21]3[CH:26]=[CH:25][CH:24]=[CH:23][N:22]=3)(=[O:20])=[O:19])[CH2:12][C:11]2=[O:27])CCCC1. Product: [OH:27][C@@H:11]1[C@@H:10]([N:9]2[C:8](=[O:28])[C:7]3[C:10](=[CH:16][CH:15]=[CH:1][CH:6]=3)[C:11]2=[O:27])[CH2:16][CH2:15][CH2:14][N:13]([S:18]([C:21]2[CH:26]=[CH:25][CH:24]=[CH:23][N:22]=2)(=[O:19])=[O:20])[CH2:12]1. The catalyst class is: 737.